Dataset: Forward reaction prediction with 1.9M reactions from USPTO patents (1976-2016). Task: Predict the product of the given reaction. (1) Given the reactants [Br:1][C:2]1[CH:3]=[CH:4][C:5]2[O:9][C:8]([CH:11]3[CH2:16][CH2:15][N:14](C(OC(C)(C)C)=O)[CH2:13][CH2:12]3)([CH3:10])[CH2:7][C:6]=2[CH:24]=1.C(O)(C(F)(F)F)=O.FC1C2OC(C3(O)CCN(C4N=CC(CCC)=CN=4)CC3)CC=2C=C(C2CCNCC=2)C=1, predict the reaction product. The product is: [Br:1][C:2]1[CH:3]=[CH:4][C:5]2[O:9][C:8]([CH:11]3[CH2:16][CH2:15][NH:14][CH2:13][CH2:12]3)([CH3:10])[CH2:7][C:6]=2[CH:24]=1. (2) Given the reactants Cl[C:2]1[C:3]2[C:8]([N:9]=[C:10]3[C:15]=1[C:14]([Br:16])=[CH:13][CH:12]=[CH:11]3)=[CH:7][CH:6]=[CH:5][CH:4]=2.[SH:17][C:18]1[CH:27]=[CH:26][C:21]([C:22]([O:24][CH3:25])=[O:23])=[CH:20][CH:19]=1.[H-].[Na+].O, predict the reaction product. The product is: [Br:16][C:14]1[C:15]2[C:10](=[N:9][C:8]3[C:3]([C:2]=2[S:17][C:18]2[CH:19]=[CH:20][C:21]([C:22]([O:24][CH3:25])=[O:23])=[CH:26][CH:27]=2)=[CH:4][CH:5]=[CH:6][CH:7]=3)[CH:11]=[CH:12][CH:13]=1. (3) Given the reactants [OH:1][C:2]1[CH:9]=[CH:8][C:5]([CH:6]=O)=[CH:4][CH:3]=1.[CH2:10]([NH2:16])[C:11]1[O:15][CH:14]=[CH:13][CH:12]=1.[CH3:17][O:18][C:19]1[CH:27]=[CH:26][C:22]([CH2:23][N+:24]#[C-:25])=[CH:21][CH:20]=1.[NH2:28][C:29]1[C:30]([C:39](=[O:41])[NH2:40])=[N:31][S:32][C:33]=1[C:34](OCC)=[O:35].C[OH:43], predict the reaction product. The product is: [NH2:28][C:29]1[C:30]([C:39]([NH2:40])=[O:41])=[N:31][S:32][C:33]=1[C:34]([N:16]([CH2:10][C:11]1[O:15][CH:14]=[CH:13][CH:12]=1)[CH:6]([C:5]1[CH:8]=[CH:9][C:2]([OH:1])=[CH:3][CH:4]=1)[C:25]([NH:24][CH2:23][C:22]1[CH:26]=[CH:27][C:19]([O:18][CH3:17])=[CH:20][CH:21]=1)=[O:43])=[O:35]. (4) The product is: [I:1][C:2]1[CH:22]=[CH:21][C:5]2[O:6][CH2:7][C:8]3([C:11]4[N:12]([N:13]=[C:14]([C:16]([NH2:24])=[O:17])[CH:15]=4)[C:4]=2[CH:3]=1)[CH2:10][CH2:9]3. Given the reactants [I:1][C:2]1[CH:22]=[CH:21][C:5]2[O:6][CH2:7][C:8]3([C:11]4[N:12]([N:13]=[C:14]([C:16](OCC)=[O:17])[CH:15]=4)[C:4]=2[CH:3]=1)[CH2:10][CH2:9]3.[OH-].[NH4+:24], predict the reaction product.